From a dataset of CYP2C19 inhibition data for predicting drug metabolism from PubChem BioAssay. Regression/Classification. Given a drug SMILES string, predict its absorption, distribution, metabolism, or excretion properties. Task type varies by dataset: regression for continuous measurements (e.g., permeability, clearance, half-life) or binary classification for categorical outcomes (e.g., BBB penetration, CYP inhibition). Dataset: cyp2c19_veith. (1) The molecule is COc1ccc(NC(=O)N2CC3(CCN(C(=O)c4ccncc4)CC3)C2)cc1. The result is 0 (non-inhibitor). (2) The molecule is C[C@@H]1O[C@H](O[C@H]2[C@@H](O)C[C@@H](O[C@H]3[C@@H](O)C[C@@H](O[C@H]4CC[C@]5(C)[C@@H](CC[C@@H]6[C@H]5C[C@@H](O)[C@]5(C)[C@@H](C7=CC(=O)OC7)CC[C@]65O)C4)O[C@H]3C)O[C@H]2C)C[C@H](O)[C@@H]1O. The result is 0 (non-inhibitor). (3) The compound is Cc1ccc(N2C(=O)C3C4C=CC(C4)C3C2=O)cc1C. The result is 1 (inhibitor). (4) The drug is COc1ccc2c(c1)C(c1ccc([N+](=O)[O-])cc1)=NNC(c1ccco1)=N2. The result is 1 (inhibitor). (5) The drug is CN(C)c1ccc(C(c2ccc(N(C)C)cc2)c2ccc([N+](=O)[O-])cc2)cc1. The result is 0 (non-inhibitor). (6) The drug is CS(=O)(=O)N1CCN(c2c(Cl)cccc2[N+](=O)[O-])CC1. The result is 1 (inhibitor). (7) The molecule is O=C(NCc1cccnc1)[C@H]1[C@@H]2CC[C@@H](O2)[C@@H]1C(=O)O. The result is 0 (non-inhibitor).